Dataset: Full USPTO retrosynthesis dataset with 1.9M reactions from patents (1976-2016). Task: Predict the reactants needed to synthesize the given product. Given the product [CH:1]([O:4][C:5]1[CH:6]=[C:7]([CH2:8][OH:9])[CH:10]=[CH:11][CH:12]=1)([CH3:3])[CH3:2], predict the reactants needed to synthesize it. The reactants are: [CH:1]([O:4][C:5]1[CH:6]=[C:7]([CH:10]=[CH:11][CH:12]=1)[CH:8]=[O:9])([CH3:3])[CH3:2].[BH4-].[Na+].